Dataset: Full USPTO retrosynthesis dataset with 1.9M reactions from patents (1976-2016). Task: Predict the reactants needed to synthesize the given product. (1) Given the product [CH3:1][O:2][NH:3][CH2:4][CH2:5][CH2:6][C:7]1[C:8]([Cl:15])=[CH:9][C:10]([Cl:14])=[CH:11][C:12]=1[Cl:13], predict the reactants needed to synthesize it. The reactants are: [CH3:1][O:2][N:3]=[CH:4][CH2:5][CH2:6][C:7]1[C:12]([Cl:13])=[CH:11][C:10]([Cl:14])=[CH:9][C:8]=1[Cl:15]. (2) Given the product [CH:8]([C:4]1[CH:3]=[C:2]([CH:7]=[CH:6][CH:5]=1)[C:12]#[N:19])([CH3:10])[CH3:9], predict the reactants needed to synthesize it. The reactants are: Br[C:2]1[CH:3]=[C:4]([CH:8]([CH3:10])[CH3:9])[CH:5]=[CH:6][CH:7]=1.O.[C:12]1(C)C=CC=CC=1.[NH3:19]. (3) Given the product [CH3:3][CH:2]([CH3:4])[CH2:1][CH:7]([C:8]1[CH:13]=[CH:12][CH:11]=[CH:10][CH:9]=1)[OH:14], predict the reactants needed to synthesize it. The reactants are: [CH2:1]([Mg]Br)[CH:2]([CH3:4])[CH3:3].[CH:7](=[O:14])[C:8]1[CH:13]=[CH:12][CH:11]=[CH:10][CH:9]=1.[Cl-].[NH4+]. (4) Given the product [Cl:15][C:11]1[C:12]([CH3:14])=[CH:13][C:8]2[N:7]=[C:19]([C:21]3[CH:26]=[CH:25][CH:24]=[C:23]([C:27]4[CH:28]=[N:29][C:30]([CH2:33][CH3:34])=[CH:31][CH:32]=4)[CH:22]=3)[CH2:18][C:17](=[O:35])[NH:16][C:9]=2[CH:10]=1, predict the reactants needed to synthesize it. The reactants are: C(OC(=O)[NH:7][C:8]1[CH:13]=[C:12]([CH3:14])[C:11]([Cl:15])=[CH:10][C:9]=1[NH:16][C:17](=[O:35])[CH2:18][C:19]([C:21]1[CH:26]=[CH:25][CH:24]=[C:23]([C:27]2[CH:28]=[N:29][C:30]([CH2:33][CH3:34])=[CH:31][CH:32]=2)[CH:22]=1)=O)(C)(C)C.C(O)(C(F)(F)F)=O. (5) Given the product [Br:5][C:6]1[CH:19]=[C:18]2[C:9]([O:10][C:11]3[C:12]([F:23])=[CH:13][C:14]([O:21][CH3:22])=[CH:15][C:16]=3[C:17]2([CH:1]=[CH2:2])[OH:20])=[CH:8][CH:7]=1, predict the reactants needed to synthesize it. The reactants are: [CH:1]([Mg]Cl)=[CH2:2].[Br:5][C:6]1[CH:19]=[C:18]2[C:9]([O:10][C:11]3[C:12]([F:23])=[CH:13][C:14]([O:21][CH3:22])=[CH:15][C:16]=3[C:17]2=[O:20])=[CH:8][CH:7]=1. (6) Given the product [OH:5][C:4]1[CH:3]=[N:2][C:17]([C:19]2[CH:24]=[CH:23][CH:22]=[CH:21][CH:20]=2)=[C:15]([C:9]2[CH:14]=[CH:13][CH:12]=[CH:11][CH:10]=2)[N:6]=1, predict the reactants needed to synthesize it. The reactants are: Cl.[NH2:2][CH2:3][C:4]([NH2:6])=[O:5].[OH-].[Na+].[C:9]1([C:15]([C:17]([C:19]2[CH:24]=[CH:23][CH:22]=[CH:21][CH:20]=2)=O)=O)[CH:14]=[CH:13][CH:12]=[CH:11][CH:10]=1.Cl. (7) Given the product [CH2:1]([O:3][C:4](=[O:30])[CH:5]([C:6]1[CH:7]=[C:8]([C:13]2[CH:18]=[CH:17][C:16]([C:19]([F:21])([F:20])[F:22])=[CH:15][C:14]=2[CH2:23][N:24]([C:27](=[O:29])[CH3:28])[CH2:25][CH3:26])[CH:9]=[C:10]([Cl:12])[CH:11]=1)[CH3:31])[CH3:2], predict the reactants needed to synthesize it. The reactants are: [CH2:1]([O:3][C:4](=[O:30])[CH2:5][C:6]1[CH:7]=[C:8]([C:13]2[CH:18]=[CH:17][C:16]([C:19]([F:22])([F:21])[F:20])=[CH:15][C:14]=2[CH2:23][N:24]([C:27](=[O:29])[CH3:28])[CH2:25][CH3:26])[CH:9]=[C:10]([Cl:12])[CH:11]=1)[CH3:2].[CH3:31][Si](C)(C)[N-][Si](C)(C)C.[Na+].IC.CCOC(C)=O. (8) Given the product [C:1]([O:5][C:6]([N:8]1[CH2:13][CH2:12][N:11]([C:14]([O:16][C:17]([CH3:20])([CH3:19])[CH3:18])=[O:15])[CH2:10][C@@H:9]1[C:21]1[CH:22]=[CH:23][C:24]([N:37]2[CH2:41][CH2:40][C@H:39]([N:37]3[CH2:41][CH2:40][CH2:39][CH2:38]3)[CH2:38]2)=[CH:25][CH:26]=1)=[O:7])([CH3:2])([CH3:3])[CH3:4], predict the reactants needed to synthesize it. The reactants are: [C:1]([O:5][C:6]([N:8]1[CH2:13][CH2:12][N:11]([C:14]([O:16][C:17]([CH3:20])([CH3:19])[CH3:18])=[O:15])[CH2:10][C@@H:9]1[C:21]1[CH:26]=[CH:25][C:24](N2CC[C@@H](OS(C)(=O)=O)C2)=[CH:23][CH:22]=1)=[O:7])([CH3:4])([CH3:3])[CH3:2].[NH:37]1[CH2:41][CH2:40][CH2:39][CH2:38]1.